Dataset: CYP3A4 inhibition data for predicting drug metabolism from PubChem BioAssay. Task: Regression/Classification. Given a drug SMILES string, predict its absorption, distribution, metabolism, or excretion properties. Task type varies by dataset: regression for continuous measurements (e.g., permeability, clearance, half-life) or binary classification for categorical outcomes (e.g., BBB penetration, CYP inhibition). Dataset: cyp3a4_veith. (1) The drug is Cc1nc(N)nc2ccccc12. The result is 0 (non-inhibitor). (2) The molecule is Cc1ccccc1-n1nc2c(c1NC(=O)c1c(-c3ccccc3Cl)noc1C)CSC2. The result is 1 (inhibitor). (3) The compound is COc1ccccc1CCn1c(=O)c(C)nc2cncnc21. The result is 1 (inhibitor). (4) The result is 0 (non-inhibitor). The drug is C[C@@]12CCC(=O)C=C1CC[C@@H]1[C@@H]2C(=O)C[C@]2(C)[C@@H]1CC[C@]2(O)C(=O)CO.